Dataset: Forward reaction prediction with 1.9M reactions from USPTO patents (1976-2016). Task: Predict the product of the given reaction. (1) The product is: [NH:33]1[CH:37]=[CH:36][N:35]=[C:34]1[CH2:8][N:15]1[CH2:20][CH2:19][CH2:18][CH:17]([CH2:21][N:22]([C:27]2[CH:28]=[CH:29][CH:30]=[CH:31][CH:32]=2)[C:23](=[O:26])[CH2:24][CH3:25])[CH2:16]1. Given the reactants FC(F)(F)C(O)=O.[C:8]([N:15]1[CH2:20][CH2:19][CH2:18][CH:17]([CH2:21][N:22]([C:27]2[CH:32]=[CH:31][CH:30]=[CH:29][CH:28]=2)[C:23](=[O:26])[CH2:24][CH3:25])[CH2:16]1)(OC(C)(C)C)=O.[NH:33]1[CH:37]=[CH:36][N:35]=[C:34]1C=O.[BH-](OC(C)=O)(OC(C)=O)OC(C)=O.[Na+], predict the reaction product. (2) Given the reactants [OH:1][C:2]1[CH:3]=[C:4]([CH:8]=[C:9]([OH:11])[CH:10]=1)[C:5]([OH:7])=[O:6].S(Cl)(Cl)=O.[CH3:16]O, predict the reaction product. The product is: [OH:1][C:2]1[CH:3]=[C:4]([CH:8]=[C:9]([OH:11])[CH:10]=1)[C:5]([O:7][CH3:16])=[O:6]. (3) Given the reactants [Cl:1][C:2]1[CH:3]=[CH:4][C:5]([O:38][CH:39]([F:41])[F:40])=[C:6]([C:8]2[C:13]([O:14][CH3:15])=[CH:12][N:11]([CH:16]([CH2:33][CH:34]([CH3:36])[CH3:35])[C:17]([NH:19][C:20]3[CH:32]=[CH:31][C:23]([C:24]([O:26]C(C)(C)C)=[O:25])=[CH:22][CH:21]=3)=[O:18])[C:10](=[O:37])[CH:9]=2)[CH:7]=1.C(O)(C(F)(F)F)=O, predict the reaction product. The product is: [Cl:1][C:2]1[CH:3]=[CH:4][C:5]([O:38][CH:39]([F:41])[F:40])=[C:6]([C:8]2[C:13]([O:14][CH3:15])=[CH:12][N:11]([CH:16]([CH2:33][CH:34]([CH3:36])[CH3:35])[C:17]([NH:19][C:20]3[CH:32]=[CH:31][C:23]([C:24]([OH:26])=[O:25])=[CH:22][CH:21]=3)=[O:18])[C:10](=[O:37])[CH:9]=2)[CH:7]=1.